This data is from Forward reaction prediction with 1.9M reactions from USPTO patents (1976-2016). The task is: Predict the product of the given reaction. (1) Given the reactants C(O[C:6](=O)[N:7]([CH2:9][CH2:10][N:11]([CH2:58][CH2:59][NH2:60])[C:12]([C@H:14]1[NH:32][C:31](=[O:33])[C@H:30]([CH2:34][CH2:35][CH2:36][NH:37]C(OC(C)(C)C)=O)[NH:29][C:28](=[O:45])[C@@H:27]([NH:46]C(OC(C)(C)C)=O)[CH2:26][C:25]2[CH:54]=[C:21]([CH:22]=[CH:23][C:24]=2[OH:55])[C:20]2=[CH:56][C:16](=[C:17]([OH:57])[CH:18]=[CH:19]2)[CH2:15]1)=[O:13])C)(C)(C)C.[ClH:62], predict the reaction product. The product is: [ClH:62].[ClH:62].[ClH:62].[ClH:62].[NH2:46][C@H:27]1[CH2:26][C:25]2[CH:54]=[C:21]([CH:22]=[CH:23][C:24]=2[OH:55])[C:20]2=[CH:56][C:16](=[C:17]([OH:57])[CH:18]=[CH:19]2)[CH2:15][C@@H:14]([C:12]([N:11]([CH2:58][CH2:59][NH2:60])[CH2:10][CH2:9][NH:7][CH3:6])=[O:13])[NH:32][C:31](=[O:33])[C@H:30]([CH2:34][CH2:35][CH2:36][NH2:37])[NH:29][C:28]1=[O:45]. (2) Given the reactants [CH2:1]([N:8]1[CH2:13][CH:12]2[CH2:14][CH2:15][CH:9]1[CH:10]([OH:16])[CH2:11]2)[C:2]1[CH:7]=[CH:6][CH:5]=[CH:4][CH:3]=1.[C:17](=[O:24])([O:19][C:20]([CH3:23])([CH3:22])[CH3:21])[NH2:18], predict the reaction product. The product is: [CH2:1]([N:8]1[CH2:13][CH:12]2[CH2:14][CH2:15][CH:9]1[CH:10]([OH:16])[CH2:11]2)[C:2]1[CH:3]=[CH:4][CH:5]=[CH:6][CH:7]=1.[O:16]=[C:10]1[CH:9]2[CH2:15][CH2:14][CH:12]([CH2:13][N:18]2[C:17]([O:19][C:20]([CH3:23])([CH3:22])[CH3:21])=[O:24])[CH2:11]1. (3) Given the reactants Cl.[C:2](=N)(OCC)[C:3]1[CH:8]=[CH:7][CH:6]=[CH:5][CH:4]=1.[NH:13]([C:15]([CH:17]1[CH2:22][CH2:21][N:20]([C:23]([O:25][C:26]([CH3:29])([CH3:28])[CH3:27])=[O:24])[CH2:19][CH2:18]1)=[O:16])[NH2:14], predict the reaction product. The product is: [C:3]1([C:2]2[O:16][C:15]([CH:17]3[CH2:22][CH2:21][N:20]([C:23]([O:25][C:26]([CH3:29])([CH3:28])[CH3:27])=[O:24])[CH2:19][CH2:18]3)=[N:13][N:14]=2)[CH:8]=[CH:7][CH:6]=[CH:5][CH:4]=1. (4) Given the reactants [Cl:1][C:2]1[CH:10]=[C:9]2[C:5]([C:6]([CH2:19][CH:20]([CH3:22])[CH3:21])=[CH:7][N:8]2[C:11]2[S:12][CH:13]=[C:14]([C:16]([OH:18])=O)[N:15]=2)=[CH:4][CH:3]=1.[C:23]1([S:29]([NH2:32])(=[O:31])=[O:30])[CH:28]=[CH:27][CH:26]=[CH:25][CH:24]=1, predict the reaction product. The product is: [Cl:1][C:2]1[CH:10]=[C:9]2[C:5]([C:6]([CH2:19][CH:20]([CH3:21])[CH3:22])=[CH:7][N:8]2[C:11]2[S:12][CH:13]=[C:14]([C:16]([NH:32][S:29]([C:23]3[CH:28]=[CH:27][CH:26]=[CH:25][CH:24]=3)(=[O:31])=[O:30])=[O:18])[N:15]=2)=[CH:4][CH:3]=1. (5) The product is: [C:1]([C:4]1[CH:20]=[CH:19][C:7]([NH:8][C:9](=[O:18])[C:10]2[CH:15]=[CH:14][C:13]([C@H:16]3[O:41][CH2:40][C@H:39]([S:38][C@H:36]([CH3:37])[C@:29]([C:23]4[CH:24]=[CH:25][C:26]([F:28])=[CH:27][C:22]=4[F:21])([OH:44])[CH2:30][N:31]4[CH:35]=[N:34][CH:33]=[N:32]4)[CH2:42][O:17]3)=[CH:12][CH:11]=2)=[CH:6][CH:5]=1)(=[O:3])[CH3:2]. Given the reactants [C:1]([C:4]1[CH:20]=[CH:19][C:7]([NH:8][C:9](=[O:18])[C:10]2[CH:15]=[CH:14][C:13]([CH:16]=[O:17])=[CH:12][CH:11]=2)=[CH:6][CH:5]=1)(=[O:3])[CH3:2].[F:21][C:22]1[CH:27]=[C:26]([F:28])[CH:25]=[CH:24][C:23]=1[C@:29]([OH:44])([C@H:36]([S:38][CH:39]([CH2:42]O)[CH2:40][OH:41])[CH3:37])[CH2:30][N:31]1[CH:35]=[N:34][CH:33]=[N:32]1.O.C1(C)C=CC(S(O)(=O)=O)=CC=1, predict the reaction product. (6) Given the reactants [F:1][C:2]1[CH:7]=[CH:6][C:5]([N:8]2[CH:12]=[C:11]([C:13]([NH:15][C:16]3[CH:21]=[CH:20][C:19]([C@@H:22]4[O:27][CH2:26][CH2:25][N:24](C(OC(C)(C)C)=O)[CH2:23]4)=[CH:18][CH:17]=3)=[O:14])[CH:10]=[N:9]2)=[CH:4][CH:3]=1.[ClH:35], predict the reaction product. The product is: [ClH:35].[F:1][C:2]1[CH:3]=[CH:4][C:5]([N:8]2[CH:12]=[C:11]([C:13]([NH:15][C:16]3[CH:17]=[CH:18][C:19]([C@@H:22]4[O:27][CH2:26][CH2:25][NH:24][CH2:23]4)=[CH:20][CH:21]=3)=[O:14])[CH:10]=[N:9]2)=[CH:6][CH:7]=1. (7) The product is: [CH3:1][N:2]([C@@H:22]([C:24]1[CH:29]=[C:28]([C:30]([F:33])([F:32])[F:31])[CH:27]=[C:26]([CH3:34])[CH:25]=1)[CH3:23])[C:3]([N:5]1[CH2:10][CH2:9][N:8]2[C:11](=[O:14])[C:12]([C:45]([O:46][CH3:47])=[O:48])([C:45]([O:46][CH3:47])=[O:48])[CH2:13][C@H:7]2[C@@H:6]1[C:15]1[CH:20]=[CH:19][CH:18]=[CH:17][C:16]=1[CH3:21])=[O:4]. Given the reactants [CH3:1][N:2]([C@@H:22]([C:24]1[CH:29]=[C:28]([C:30]([F:33])([F:32])[F:31])[CH:27]=[C:26]([CH3:34])[CH:25]=1)[CH3:23])[C:3]([N:5]1[CH2:10][CH2:9][N:8]2[C:11](=[O:14])[CH2:12][CH2:13][C@H:7]2[C@@H:6]1[C:15]1[CH:20]=[CH:19][CH:18]=[CH:17][C:16]=1[CH3:21])=[O:4].[Li+].C[Si]([N-][Si](C)(C)C)(C)C.[C:45](Cl)(=[O:48])[O:46][CH3:47], predict the reaction product. (8) Given the reactants [CH3:1][C:2]1[S:6][C:5]2[CH:7]=[C:8]([O:11][C:12]3[CH:17]=[CH:16][N:15]=[C:14]4[CH:18]=[C:19]([C:21]5[N:22]([CH3:26])[CH:23]=[CH:24][N:25]=5)[S:20][C:13]=34)[CH:9]=[CH:10][C:4]=2[C:3]=1[C:27]([O:29]C)=[O:28].O[Li].O, predict the reaction product. The product is: [CH3:1][C:2]1[S:6][C:5]2[CH:7]=[C:8]([O:11][C:12]3[CH:17]=[CH:16][N:15]=[C:14]4[CH:18]=[C:19]([C:21]5[N:22]([CH3:26])[CH:23]=[CH:24][N:25]=5)[S:20][C:13]=34)[CH:9]=[CH:10][C:4]=2[C:3]=1[C:27]([OH:29])=[O:28].